From a dataset of Reaction yield outcomes from USPTO patents with 853,638 reactions. Predict the reaction yield, written as a fraction of the theoretical maximum amount of product (1.0 means a 100% yield; for example, 0.34 means a 34% yield). The reactants are Br[C:2]1[CH:7]=[CH:6][C:5]([C:8]2[N:9]([C:24]3[CH:29]=[CH:28][C:27]([Cl:30])=[CH:26][CH:25]=3)[C:10](=[O:23])[C:11]3[N:12]=[CH:13][N:14]([C:17]4[CH:22]=[CH:21][CH:20]=[CH:19][CH:18]=4)[C:15]=3[N:16]=2)=[CH:4][CH:3]=1.[B:31]1([B:31]2[O:35][C:34]([CH3:37])([CH3:36])[C:33]([CH3:39])([CH3:38])[O:32]2)[O:35][C:34]([CH3:37])([CH3:36])[C:33]([CH3:39])([CH3:38])[O:32]1.CC([O-])=O.[K+]. The catalyst is CN(C=O)C.C1C=CC(P(C2C=CC=CC=2)[C-]2C=CC=C2)=CC=1.C1C=CC(P(C2C=CC=CC=2)[C-]2C=CC=C2)=CC=1.Cl[Pd]Cl.[Fe+2]. The product is [Cl:30][C:27]1[CH:26]=[CH:25][C:24]([N:9]2[C:10](=[O:23])[C:11]3[N:12]=[CH:13][N:14]([C:17]4[CH:18]=[CH:19][CH:20]=[CH:21][CH:22]=4)[C:15]=3[N:16]=[C:8]2[C:5]2[CH:4]=[CH:3][C:2]([B:31]3[O:35][C:34]([CH3:37])([CH3:36])[C:33]([CH3:39])([CH3:38])[O:32]3)=[CH:7][CH:6]=2)=[CH:29][CH:28]=1. The yield is 0.860.